This data is from Catalyst prediction with 721,799 reactions and 888 catalyst types from USPTO. The task is: Predict which catalyst facilitates the given reaction. Reactant: C(=O)([O-])[O-].[Na+].[Na+].[NH2:7][C:8]1[CH:9]=[C:10]2[C:15](=[C:16](Br)[N:17]=1)[N:14]=[CH:13][CH:12]=[CH:11]2.C1(P(C2C=CC=CC=2)C2C=CC=CC=2)C=CC=CC=1.[C:38]([C:40]1[CH:41]=[C:42](B(O)O)[CH:43]=[CH:44][CH:45]=1)#[N:39]. Product: [NH2:7][C:8]1[CH:9]=[C:10]2[C:15](=[C:16]([C:44]3[CH:43]=[CH:42][CH:41]=[C:40]([C:38]#[N:39])[CH:45]=3)[N:17]=1)[N:14]=[CH:13][CH:12]=[CH:11]2. The catalyst class is: 7.